This data is from Full USPTO retrosynthesis dataset with 1.9M reactions from patents (1976-2016). The task is: Predict the reactants needed to synthesize the given product. (1) Given the product [Br:1][C:2]1[S:6][C:5]([C:7]([CH3:12])([CH3:11])[C:8]([N:26]=[N+:27]=[N-:28])=[O:9])=[CH:4][CH:3]=1, predict the reactants needed to synthesize it. The reactants are: [Br:1][C:2]1[S:6][C:5]([C:7]([CH3:12])([CH3:11])[C:8](O)=[O:9])=[CH:4][CH:3]=1.C(N(CC)CC)C.ClC(OCC)=O.[N-:26]=[N+:27]=[N-:28].[Na+]. (2) The reactants are: [C:1]([O:5][C:6](=[O:22])[NH:7][C@H:8]([C:20]#[N:21])[CH2:9][C:10]1[CH:15]=[CH:14][C:13]([O:16][CH2:17][CH:18]=[CH2:19])=[CH:12][CH:11]=1)([CH3:4])([CH3:3])[CH3:2].C(O)(=O)C.C(N(CC)CC)C.[N-:34]=[N+:35]=[N-:36].[Na+]. Given the product [C:1]([O:5][C:6](=[O:22])[NH:7][C@H:8]([C:20]1[NH:36][N:35]=[N:34][N:21]=1)[CH2:9][C:10]1[CH:11]=[CH:12][C:13]([O:16][CH2:17][CH:18]=[CH2:19])=[CH:14][CH:15]=1)([CH3:4])([CH3:2])[CH3:3], predict the reactants needed to synthesize it. (3) Given the product [C:24]([O:23][C:21](=[O:22])[N:14]([CH3:20])[C@H:15]([C:17](=[O:18])[NH:1][CH:2]1[C:8](=[O:9])[NH:7][C:6]2[CH:10]=[CH:11][CH:12]=[CH:13][C:5]=2[CH2:4][CH2:3]1)[CH3:16])([CH3:25])([CH3:27])[CH3:26], predict the reactants needed to synthesize it. The reactants are: [NH2:1][CH:2]1[C:8](=[O:9])[NH:7][C:6]2[CH:10]=[CH:11][CH:12]=[CH:13][C:5]=2[CH2:4][CH2:3]1.[N:14]([C:21]([O:23][C:24]([CH3:27])([CH3:26])[CH3:25])=[O:22])([CH3:20])[C@H:15]([C:17](O)=[O:18])[CH3:16]. (4) The reactants are: C(O[C:4]([C:6]1[CH:7]=[N:8][C:9]2[C:14]([C:15]=1[NH:16][CH:17]1[CH2:21][CH2:20][CH2:19][CH2:18]1)=[CH:13][CH:12]=[CH:11][C:10]=2[O:22][CH3:23])=[O:5])C.[N:24]([C:27]1[CH:32]=[CH:31][C:30]([O:33][C:34]([F:37])([F:36])[F:35])=[CH:29][CH:28]=1)=[C:25]=[O:26]. Given the product [CH:17]1([N:16]2[C:15]3[C:14]4[CH:13]=[CH:12][CH:11]=[C:10]([O:22][CH3:23])[C:9]=4[N:8]=[CH:7][C:6]=3[C:4](=[O:5])[N:24]([C:27]3[CH:32]=[CH:31][C:30]([O:33][C:34]([F:35])([F:37])[F:36])=[CH:29][CH:28]=3)[C:25]2=[O:26])[CH2:18][CH2:19][CH2:20][CH2:21]1, predict the reactants needed to synthesize it. (5) Given the product [ClH:37].[C:25]([C:24]1[N:15]([CH2:14][CH:22]2[CH2:23][CH2:24][NH:15][CH2:16][CH2:17]2)[C:16](=[O:35])[C:17]2[C:22]([C:23]=1[C:27]1[CH:32]=[CH:31][CH:30]=[CH:29][CH:28]=1)=[CH:21][C:20]([O:33][CH3:34])=[CH:19][CH:18]=2)#[N:26], predict the reactants needed to synthesize it. The reactants are: C(OC(=O)NC1CCNC([CH2:14][N:15]2[C:24]([C:25]#[N:26])=[C:23]([C:27]3[CH:32]=[CH:31][CH:30]=[CH:29][CH:28]=3)[C:22]3[C:17](=[CH:18][CH:19]=[C:20]([O:33][CH3:34])[CH:21]=3)[C:16]2=[O:35])C1)(C)(C)C.[ClH:37].